Dataset: Forward reaction prediction with 1.9M reactions from USPTO patents (1976-2016). Task: Predict the product of the given reaction. (1) Given the reactants Cl[C:2]1[N:7]=[C:6]([CH2:8][N:9]([CH3:11])[CH3:10])[CH:5]=[C:4]([N:12]2[CH2:17][CH2:16][O:15][CH2:14][CH2:13]2)[N:3]=1.[NH:18]1[C:26]2[CH:25]=[CH:24][CH:23]=[C:22](B(O)O)[C:21]=2[CH:20]=[CH:19]1, predict the reaction product. The product is: [NH:18]1[C:26]2[C:21](=[C:22]([C:2]3[N:7]=[C:6]([CH2:8][N:9]([CH3:11])[CH3:10])[CH:5]=[C:4]([N:12]4[CH2:17][CH2:16][O:15][CH2:14][CH2:13]4)[N:3]=3)[CH:23]=[CH:24][CH:25]=2)[CH:20]=[CH:19]1. (2) Given the reactants Cl[CH2:2][CH2:3][O:4][C:5]1[CH:14]=[CH:13][CH:12]=[C:11]2[C:6]=1[C:7]([NH:15][C:16]1[CH:21]=[CH:20][C:19]([O:22][CH2:23][C:24]3[CH:29]=[CH:28][CH:27]=[CH:26][N:25]=3)=[C:18]([Cl:30])[CH:17]=1)=[N:8][CH:9]=[N:10]2.[CH2:31]([NH2:33])[CH3:32], predict the reaction product. The product is: [Cl:30][C:18]1[CH:17]=[C:16]([NH:15][C:7]2[C:6]3[C:11](=[CH:12][CH:13]=[CH:14][C:5]=3[O:4][CH2:3][CH2:2][NH:33][CH2:31][CH3:32])[N:10]=[CH:9][N:8]=2)[CH:21]=[CH:20][C:19]=1[O:22][CH2:23][C:24]1[CH:29]=[CH:28][CH:27]=[CH:26][N:25]=1. (3) The product is: [CH3:1][O:2][C:3]1[CH:4]=[CH:5][C:6]([CH2:9][C@@H:10]([NH:12][CH2:13][C:14]2[CH:19]=[CH:18][CH:17]=[CH:16][CH:15]=2)[CH3:11])=[CH:7][CH:8]=1. Given the reactants [CH3:1][O:2][C:3]1[CH:8]=[CH:7][C:6]([CH2:9][CH:10]([NH:12][CH2:13][C:14]2[CH:19]=[CH:18][CH:17]=[CH:16][CH:15]=2)[CH3:11])=[CH:5][CH:4]=1.C(O)(=O)[C@@H](C1C=CC=CC=1)O, predict the reaction product. (4) Given the reactants Br[C:2]1[CH:3]=[C:4]([NH:10][S:11]([CH2:14][C:15]([F:18])([F:17])[F:16])(=[O:13])=[O:12])[C:5]([O:8][CH3:9])=[N:6][CH:7]=1.[CH3:19][C:20]1([CH3:36])[C:24]([CH3:26])([CH3:25])[O:23][B:22]([B:22]2[O:23][C:24]([CH3:26])([CH3:25])[C:20]([CH3:36])([CH3:19])[O:21]2)[O:21]1.CC([O-])=O.[K+].C(Cl)Cl, predict the reaction product. The product is: [F:16][C:15]([F:18])([F:17])[CH2:14][S:11]([NH:10][C:4]1[C:5]([O:8][CH3:9])=[N:6][CH:7]=[C:2]([B:22]2[O:23][C:24]([CH3:26])([CH3:25])[C:20]([CH3:36])([CH3:19])[O:21]2)[CH:3]=1)(=[O:13])=[O:12]. (5) Given the reactants [NH:1]1[CH2:6][CH2:5]OC[CH2:2]1.[CH2:7]=O.[NH2:9][C:10]1[C:15]2=[C:16]([C:20]3[CH:25]=[CH:24][C:23]([NH:26][C:27]([NH:29][C:30]4[CH:35]=[C:34]([C:36]([F:39])([F:38])[F:37])[CH:33]=[CH:32][N:31]=4)=[O:28])=[C:22]([F:40])[CH:21]=3)[C:17]([CH3:19])=[CH:18][N:14]2[N:13]=[CH:12][N:11]=1.[CH3:41][C:42]([OH:44])=O, predict the reaction product. The product is: [NH2:9][C:10]1[C:15]2=[C:16]([C:20]3[CH:25]=[CH:24][C:23]([NH:26][C:27]([NH:29][C:30]4[CH:35]=[C:34]([C:36]([F:38])([F:37])[F:39])[CH:33]=[CH:32][N:31]=4)=[O:28])=[C:22]([F:40])[CH:21]=3)[C:17]([CH3:19])=[C:18]([CH2:7][N:1]3[CH2:2][CH2:41][CH2:42][O:44][CH2:5][CH2:6]3)[N:14]2[N:13]=[CH:12][N:11]=1. (6) Given the reactants Br[CH2:2][C:3]1[CH:8]=[CH:7][C:6]([C:9]2[CH:13]=[C:12]([C:14]([NH2:16])=[O:15])[O:11][N:10]=2)=[CH:5][CH:4]=1.[Cl:17][C:18]1[CH:23]=[CH:22][C:21]([OH:24])=[CH:20][CH:19]=1.C([O-])([O-])=O.[K+].[K+], predict the reaction product. The product is: [Cl:17][C:18]1[CH:23]=[CH:22][C:21]([O:24][CH2:2][C:3]2[CH:8]=[CH:7][C:6]([C:9]3[CH:13]=[C:12]([C:14]([NH2:16])=[O:15])[O:11][N:10]=3)=[CH:5][CH:4]=2)=[CH:20][CH:19]=1. (7) Given the reactants [NH2:1][C:2]1[CH:10]=[CH:9][C:5]([C:6]([OH:8])=[O:7])=[CH:4][CH:3]=1.[S-:11][C:12]#[N:13].[K+].BrBr, predict the reaction product. The product is: [NH2:13][C:12]1[S:11][C:3]2[CH:4]=[C:5]([C:6]([OH:8])=[O:7])[CH:9]=[CH:10][C:2]=2[N:1]=1.